Task: Regression. Given two drug SMILES strings and cell line genomic features, predict the synergy score measuring deviation from expected non-interaction effect.. Dataset: NCI-60 drug combinations with 297,098 pairs across 59 cell lines (1) Drug 1: CN1CCC(CC1)COC2=C(C=C3C(=C2)N=CN=C3NC4=C(C=C(C=C4)Br)F)OC. Drug 2: C(CCl)NC(=O)N(CCCl)N=O. Cell line: HCT-15. Synergy scores: CSS=10.1, Synergy_ZIP=-3.87, Synergy_Bliss=-3.29, Synergy_Loewe=-7.44, Synergy_HSA=-3.18. (2) Drug 1: CCC(=C(C1=CC=CC=C1)C2=CC=C(C=C2)OCCN(C)C)C3=CC=CC=C3.C(C(=O)O)C(CC(=O)O)(C(=O)O)O. Drug 2: CC1=C(C=C(C=C1)C(=O)NC2=CC(=CC(=C2)C(F)(F)F)N3C=C(N=C3)C)NC4=NC=CC(=N4)C5=CN=CC=C5. Cell line: HS 578T. Synergy scores: CSS=-2.21, Synergy_ZIP=0.475, Synergy_Bliss=-1.83, Synergy_Loewe=-30.4, Synergy_HSA=-4.31.